From a dataset of Forward reaction prediction with 1.9M reactions from USPTO patents (1976-2016). Predict the product of the given reaction. (1) Given the reactants [CH3:1][C:2]1([CH3:10])[C:7]([CH2:8][OH:9])=[CH:6][CH2:5][CH2:4][CH2:3]1.N1C=CC=CC=1.CC(OI1(OC(C)=O)(OC(C)=O)OC(=O)C2C=CC=CC1=2)=O.[OH-].[Na+], predict the reaction product. The product is: [CH3:1][C:2]1([CH3:10])[C:7]([CH:8]=[O:9])=[CH:6][CH2:5][CH2:4][CH2:3]1. (2) Given the reactants [CH2:1]([N:8]1[CH2:13][CH2:12][C:11]2([CH2:22][CH:21]([OH:23])[C:20]3[C:15](=[CH:16][CH:17]=[C:18](Br)[CH:19]=3)[O:14]2)[CH2:10][CH2:9]1)[C:2]1[CH:7]=[CH:6][CH:5]=[CH:4][CH:3]=1.[C:25]([O:29][CH3:30])(=[O:28])[CH:26]=[CH2:27].COC(=O)/C=C/C1C=C2C(=CC=1)OC1(CCN(C(OC(C)(C)C)=O)CC1)CC2=O, predict the reaction product. The product is: [CH3:30][O:29][C:25](=[O:28])/[CH:26]=[CH:27]/[C:18]1[CH:19]=[C:20]2[C:15](=[CH:16][CH:17]=1)[O:14][C:11]1([CH2:12][CH2:13][N:8]([CH2:1][C:2]3[CH:7]=[CH:6][CH:5]=[CH:4][CH:3]=3)[CH2:9][CH2:10]1)[CH2:22][CH:21]2[OH:23].